This data is from Reaction yield outcomes from USPTO patents with 853,638 reactions. The task is: Predict the reaction yield, written as a fraction of the theoretical maximum amount of product (1.0 means a 100% yield; for example, 0.34 means a 34% yield). (1) The reactants are I[C:2]1[CH:7]=[CH:6][CH:5]=[CH:4][N:3]=1.[CH2:8]([N:15]1[C:19]2[CH:20]=[CH:21][CH:22]=[CH:23][C:18]=2[N:17]=[C:16]1[CH2:24][CH2:25][C:26]#[CH:27])[C:9]1[CH:14]=[CH:13][CH:12]=[CH:11][CH:10]=1. No catalyst specified. The product is [CH2:8]([N:15]1[C:19]2[CH:20]=[CH:21][CH:22]=[CH:23][C:18]=2[N:17]=[C:16]1[CH2:24][CH2:25][C:26]#[C:27][C:2]1[CH:7]=[CH:6][CH:5]=[CH:4][N:3]=1)[C:9]1[CH:10]=[CH:11][CH:12]=[CH:13][CH:14]=1. The yield is 0.230. (2) The reactants are [Cl:1][C:2]1[CH:3]=[CH:4][C:5]([O:31][CH3:32])=[C:6]([S:8]([NH:11][C:12]2[CH:13]=[C:14]([CH:28]=[CH:29][CH:30]=2)[C:15]([NH:17][C:18]2[CH:23]=[CH:22][C:21]([C:24](=[NH:27])[NH:25][OH:26])=[CH:20][CH:19]=2)=[O:16])(=[O:10])=[O:9])[CH:7]=1.N1C=CC=CC=1.C(C(CCCC)[CH2:42][O:43]C(Cl)=O)C. The catalyst is CN(C)C=O.O. The product is [Cl:1][C:2]1[CH:3]=[CH:4][C:5]([O:31][CH3:32])=[C:6]([S:8]([NH:11][C:12]2[CH:13]=[C:14]([CH:28]=[CH:29][CH:30]=2)[C:15]([NH:17][C:18]2[CH:19]=[CH:20][C:21]([C:24]3[NH:27][C:42](=[O:43])[O:26][N:25]=3)=[CH:22][CH:23]=2)=[O:16])(=[O:10])=[O:9])[CH:7]=1. The yield is 0.750. (3) The reactants are [Br:1][C:2]1[CH:3]=[CH:4][C:5]([C:9]#[C:10][CH2:11][CH2:12][N:13]2[CH2:17][CH2:16][CH2:15][C@H:14]2[CH3:18])=[C:6]([NH2:8])[CH:7]=1.Cl.[N:20]([O-])=O.[Na+].[OH2:24]. No catalyst specified. The product is [Br:1][C:2]1[CH:7]=[C:6]2[C:5]([C:9]([OH:24])=[C:10]([CH2:11][CH2:12][N:13]3[CH2:17][CH2:16][CH2:15][C@H:14]3[CH3:18])[N:20]=[N:8]2)=[CH:4][CH:3]=1. The yield is 0.470. (4) The reactants are [OH-].[Li+].[NH2:3][C:4]1[N:5]([C:18]2[C:27]3[C:22](=[CH:23][CH:24]=[CH:25][CH:26]=3)[C:21]([CH:28]3[CH2:30][CH2:29]3)=[CH:20][CH:19]=2)[C:6]([S:9][C:10]([CH3:17])([CH3:16])[C:11]([O:13]CC)=[O:12])=[N:7][N:8]=1.Cl. The catalyst is C1COCC1.CO. The product is [NH2:3][C:4]1[N:5]([C:18]2[C:27]3[C:22](=[CH:23][CH:24]=[CH:25][CH:26]=3)[C:21]([CH:28]3[CH2:30][CH2:29]3)=[CH:20][CH:19]=2)[C:6]([S:9][C:10]([CH3:17])([CH3:16])[C:11]([OH:13])=[O:12])=[N:7][N:8]=1. The yield is 0.740. (5) The reactants are C1(C(C2C=CC=CC=2)=[N:8][CH2:9][C:10]2[N:11]=[C:12]3[CH:18]=[CH:17][N:16]([S:19]([C:22]4[CH:28]=[CH:27][C:25]([CH3:26])=[CH:24][CH:23]=4)(=[O:21])=[O:20])[C:13]3=[N:14][CH:15]=2)C=CC=CC=1.C[Si]([N-][Si](C)(C)C)(C)C.[Na+].[F:45][C:46]([F:50])([F:49])[CH2:47]I.C([O-])(O)=O.[Na+].[ClH:56]. The catalyst is C1COCC1.C(OC(C)C)(=O)C.CCOC(C)=O. The product is [ClH:56].[F:45][C:46]([F:50])([F:49])[CH2:47][CH:9]([C:10]1[N:11]=[C:12]2[CH:18]=[CH:17][N:16]([S:19]([C:22]3[CH:28]=[CH:27][C:25]([CH3:26])=[CH:24][CH:23]=3)(=[O:20])=[O:21])[C:13]2=[N:14][CH:15]=1)[NH2:8]. The yield is 0.230. (6) The reactants are [Br:1][C:2]1[CH:10]=[C:9]2[C:5]([CH:6]=[N:7][N:8]2[CH2:11][C:12]([CH3:15])(O)[CH3:13])=[CH:4][C:3]=1[O:16][C:17]1[CH:22]=[CH:21][C:20]([F:23])=[CH:19][C:18]=1[F:24].NC(N)CS(F)(F)[F:29].[OH-].[K+].C(OCC)C. The catalyst is C(Cl)Cl. The product is [Br:1][C:2]1[CH:10]=[C:9]2[C:5]([CH:6]=[N:7][N:8]2[CH2:11][C:12]([F:29])([CH3:15])[CH3:13])=[CH:4][C:3]=1[O:16][C:17]1[CH:22]=[CH:21][C:20]([F:23])=[CH:19][C:18]=1[F:24]. The yield is 0.780.